Dataset: Full USPTO retrosynthesis dataset with 1.9M reactions from patents (1976-2016). Task: Predict the reactants needed to synthesize the given product. (1) Given the product [CH3:18][N:15]1[CH2:14][CH2:13][N:12]([C:10]([C:2]2[NH:1][C:9]3[C:4]([C:3]=2[CH:30]=[O:31])=[CH:5][CH:6]=[CH:7][CH:8]=3)=[O:11])[CH2:17][CH2:16]1, predict the reactants needed to synthesize it. The reactants are: [NH:1]1[C:9]2[C:4](=[CH:5][CH:6]=[CH:7][CH:8]=2)[CH:3]=[C:2]1[C:10]([N:12]1[CH2:17][CH2:16][N:15]([CH3:18])[CH2:14][CH2:13]1)=[O:11].P(Cl)(Cl)(Cl)=O.O.[OH-].[Na+].CN([CH:30]=[O:31])C. (2) Given the product [NH2:31][C@@H:32]([CH2:36][N:37]1[CH:41]=[CH:40][C:39]([C:42]2[N:47]=[C:46]([NH2:48])[N:45]=[C:44]([NH:49][C@@H:50]([C:52]3[CH:61]=[CH:60][C:59]4[C:54](=[CH:55][CH:56]=[CH:57][CH:58]=4)[CH:53]=3)[CH3:51])[N:43]=2)=[N:38]1)[C:33]([OH:35])=[O:34], predict the reactants needed to synthesize it. The reactants are: ClC1N=C(NC(C2C=CC3C(=CC=CC=3)C=2)C)N=C(N)N=1.C(#N)C.C(=O)([O-])[O-].[Na+].[Na+].[NH2:31][CH:32]([CH2:36][N:37]1[CH:41]=[CH:40][C:39]([C:42]2[N:47]=[C:46]([NH2:48])[N:45]=[C:44]([NH:49][CH:50]([C:52]3[CH:61]=[CH:60][C:59]4[C:54](=[CH:55][CH:56]=[CH:57][CH:58]=4)[CH:53]=3)[CH3:51])[N:43]=2)=[N:38]1)[C:33]([OH:35])=[O:34].